This data is from Full USPTO retrosynthesis dataset with 1.9M reactions from patents (1976-2016). The task is: Predict the reactants needed to synthesize the given product. (1) Given the product [CH3:14][N:15]1[C:23]2([CH2:24][CH2:25][N:26]([C:29]([O:31][C:32]([CH3:35])([CH3:34])[CH3:33])=[O:30])[CH2:27][CH2:28]2)[C:19]2=[CH:20][CH:21]=[C:22]([C:6](=[O:11])[C:7]([F:8])([F:9])[F:10])[N:18]2[CH2:17][CH2:16]1, predict the reactants needed to synthesize it. The reactants are: [F:8][C:7]([F:10])([F:9])[C:6](O[C:6](=[O:11])[C:7]([F:10])([F:9])[F:8])=[O:11].[CH3:14][N:15]1[C:23]2([CH2:28][CH2:27][N:26]([C:29]([O:31][C:32]([CH3:35])([CH3:34])[CH3:33])=[O:30])[CH2:25][CH2:24]2)[C:19]2=[CH:20][CH:21]=[CH:22][N:18]2[CH2:17][CH2:16]1.N1C=CC=CC=1. (2) Given the product [CH:17]1([CH2:16][CH2:15][O:1][C:2]2[CH:7]=[CH:6][C:5]([S:8]([O-:11])(=[O:9])=[O:10])=[CH:4][CH:3]=2)[CH2:21][CH2:20][CH2:19][CH2:18]1.[Na+:13], predict the reactants needed to synthesize it. The reactants are: [OH:1][C:2]1[CH:7]=[CH:6][C:5]([S:8]([OH:11])(=[O:10])=[O:9])=[CH:4][CH:3]=1.[OH-].[Na+:13].Br[CH2:15][CH2:16][CH:17]1[CH2:21][CH2:20][CH2:19][CH2:18]1. (3) Given the product [CH3:19][O:18][C:15]1[CH:16]=[CH:17][C:12]([NH:11][C:4]2[C:5]3[N:6]([CH:8]=[CH:9][N:10]=3)[N:7]=[C:2]([N:22]3[CH2:26][CH2:25][CH:24]([NH:27][C:28](=[O:34])[O:29][C:30]([CH3:32])([CH3:31])[CH3:33])[CH2:23]3)[CH:3]=2)=[N:13][C:14]=1[O:20][CH3:21], predict the reactants needed to synthesize it. The reactants are: Cl[C:2]1[CH:3]=[C:4]([NH:11][C:12]2[CH:17]=[CH:16][C:15]([O:18][CH3:19])=[C:14]([O:20][CH3:21])[N:13]=2)[C:5]2[N:6]([CH:8]=[CH:9][N:10]=2)[N:7]=1.[NH:22]1[CH2:26][CH2:25][CH:24]([NH:27][C:28](=[O:34])[O:29][C:30]([CH3:33])([CH3:32])[CH3:31])[CH2:23]1. (4) Given the product [Cl:18][C:12]1[CH:13]=[CH:14][CH:15]=[C:16]([F:17])[C:11]=1[C:9]1[NH:8][C:5]2=[N:6][CH:7]=[C:2]([C:24]3[N:20]([CH3:19])[N:21]=[C:22]([C:28]([F:31])([F:30])[F:29])[CH:23]=3)[CH:3]=[C:4]2[CH:10]=1, predict the reactants needed to synthesize it. The reactants are: Br[C:2]1[CH:3]=[C:4]2[CH:10]=[C:9]([C:11]3[C:16]([F:17])=[CH:15][CH:14]=[CH:13][C:12]=3[Cl:18])[NH:8][C:5]2=[N:6][CH:7]=1.[CH3:19][N:20]1[C:24](B(O)O)=[CH:23][C:22]([C:28]([F:31])([F:30])[F:29])=[N:21]1.C(=O)([O-])[O-].[K+].[K+].